Dataset: Catalyst prediction with 721,799 reactions and 888 catalyst types from USPTO. Task: Predict which catalyst facilitates the given reaction. (1) Reactant: C[O:2][C:3]1[CH:18]=[CH:17][C:6]2[N:7]=[C:8]([C:10]3[CH:11]=[CH:12][C:13]([NH2:16])=[N:14][CH:15]=3)[O:9][C:5]=2[CH:4]=1.B(Br)(Br)Br.CCOC(C)=O.C([O-])(O)=O.[Na+]. Product: [NH2:16][C:13]1[N:14]=[CH:15][C:10]([C:8]2[O:9][C:5]3[CH:4]=[C:3]([OH:2])[CH:18]=[CH:17][C:6]=3[N:7]=2)=[CH:11][CH:12]=1. The catalyst class is: 34. (2) Reactant: [NH2:1][C@H:2]1[C:11]2[C:6](=[CH:7][CH:8]=[CH:9][CH:10]=2)[N:5]([C:12](=[O:14])[CH3:13])[C@@H:4]([CH3:15])[C@@H:3]1[CH3:16].Br[C:18]1[CH:19]=[C:20]([N:24]2[CH2:29][CH2:28][N:27]([C:30]([O:32][C:33]([CH3:36])([CH3:35])[CH3:34])=[O:31])[CH2:26][CH2:25]2)[CH:21]=[CH:22][CH:23]=1.CN(C1C(C2C(P(C3CCCCC3)C3CCCCC3)=CC=CC=2)=CC=CC=1)C.CC(C)([O-])C.[Na+]. Product: [C:12]([N:5]1[C:6]2[C:11](=[CH:10][CH:9]=[CH:8][CH:7]=2)[C@H:2]([NH:1][C:18]2[CH:19]=[C:20]([N:24]3[CH2:25][CH2:26][N:27]([C:30]([O:32][C:33]([CH3:36])([CH3:35])[CH3:34])=[O:31])[CH2:28][CH2:29]3)[CH:21]=[CH:22][CH:23]=2)[C@@H:3]([CH3:16])[C@@H:4]1[CH3:15])(=[O:14])[CH3:13]. The catalyst class is: 102. (3) Reactant: [CH3:1][O:2][CH:3]([O:15]C)[CH2:4][N:5]1[C:13]2[C:8](=[CH:9][C:10]([I:14])=[CH:11][CH:12]=2)[CH:7]=[N:6]1.Cl. Product: [I:14][C:10]1[CH:9]=[C:8]2[C:13](=[CH:12][CH:11]=1)[N:5]([CH2:4][CH:3]([O:2][CH3:1])[OH:15])[N:6]=[CH:7]2. The catalyst class is: 20. (4) Reactant: [CH2:1]([O:5][CH2:6][C:7]1[CH:14]=[CH:13][C:10]([CH2:11]N)=[CH:9][CH:8]=1)[CH2:2][CH2:3][CH3:4].C(O)(=[O:17])C.N([O-])=O.[Na+]. Product: [CH2:1]([O:5][CH2:6][C:7]1[CH:14]=[CH:13][C:10]([CH2:11][OH:17])=[CH:9][CH:8]=1)[CH2:2][CH2:3][CH3:4]. The catalyst class is: 69. (5) Reactant: [NH2:1][C:2]1[C:3]2[N:4]([C:8]([C:12]3([OH:22])[CH2:20][CH2:19][CH2:18][C:17]4[N:16]([CH3:21])[N:15]=[CH:14][C:13]3=4)=[N:9][C:10]=2Br)[CH:5]=[CH:6][N:7]=1.CC1(C)C(C)(C)OB([C:31]2[CH:49]=[CH:48][C:34]([C:35]([NH:37][C:38]3[CH:43]=[C:42]([C:44]([F:47])([F:46])[F:45])[CH:41]=[CH:40][N:39]=3)=[O:36])=[CH:33][CH:32]=2)O1.C([O-])([O-])=O.[K+].[K+].O1CCOCC1. Product: [NH2:1][C:2]1[C:3]2[N:4]([C:8]([C:12]3([OH:22])[CH2:20][CH2:19][CH2:18][C:17]4[N:16]([CH3:21])[N:15]=[CH:14][C:13]3=4)=[N:9][C:10]=2[C:31]2[CH:49]=[CH:48][C:34]([C:35]([NH:37][C:38]3[CH:43]=[C:42]([C:44]([F:45])([F:46])[F:47])[CH:41]=[CH:40][N:39]=3)=[O:36])=[CH:33][CH:32]=2)[CH:5]=[CH:6][N:7]=1. The catalyst class is: 263.